This data is from Reaction yield outcomes from USPTO patents with 853,638 reactions. The task is: Predict the reaction yield, written as a fraction of the theoretical maximum amount of product (1.0 means a 100% yield; for example, 0.34 means a 34% yield). The reactants are [CH:1]1([C:4]2[CH:5]=[CH:6][C:7]([NH:15][C:16]3[CH:17]=[N:18][C:19]([O:28][CH3:29])=[C:20]([C:22]4[CH:27]=[CH:26][CH:25]=[CH:24][CH:23]=4)[CH:21]=3)=[C:8]([CH:14]=2)[C:9]([O:11]CC)=[O:10])[CH2:3][CH2:2]1.[OH-].[Na+]. The catalyst is C(O)C.O.CO.N. The product is [CH:1]1([C:4]2[CH:5]=[CH:6][C:7]([NH:15][C:16]3[CH:17]=[N:18][C:19]([O:28][CH3:29])=[C:20]([C:22]4[CH:23]=[CH:24][CH:25]=[CH:26][CH:27]=4)[CH:21]=3)=[C:8]([CH:14]=2)[C:9]([OH:11])=[O:10])[CH2:2][CH2:3]1. The yield is 0.770.